From a dataset of Catalyst prediction with 721,799 reactions and 888 catalyst types from USPTO. Predict which catalyst facilitates the given reaction. (1) Reactant: B1C2CCCC1CCC2.[CH3:10][N:11]([CH3:28])[C:12]([CH2:14][CH2:15][C:16]1[CH:17]=[C:18]([CH2:21][CH2:22][C:23]([O:25][CH2:26][CH3:27])=[O:24])[NH:19][CH:20]=1)=O.C(CN)O. Product: [CH3:28][N:11]([CH3:10])[CH2:12][CH2:14][CH2:15][C:16]1[CH:17]=[C:18]([CH2:21][CH2:22][C:23]([O:25][CH2:26][CH3:27])=[O:24])[NH:19][CH:20]=1. The catalyst class is: 1. (2) Reactant: [C:1]([C:4]1[C:12]2[C:7](=[CH:8][CH:9]=[CH:10][CH:11]=2)[NH:6][CH:5]=1)(=[O:3])[CH3:2].[C:13]([O:17][C:18](=[O:21])[CH2:19]Br)([CH3:16])([CH3:15])[CH3:14].C(=O)([O-])[O-].[K+].[K+]. Product: [C:1]([C:4]1[C:12]2[C:7](=[CH:8][CH:9]=[CH:10][CH:11]=2)[N:6]([CH2:19][C:18]([O:17][C:13]([CH3:16])([CH3:15])[CH3:14])=[O:21])[CH:5]=1)(=[O:3])[CH3:2]. The catalyst class is: 10. (3) Reactant: [CH3:1][O:2][C:3]1[CH:4]=[C:5]([N:12]2[CH2:17][CH2:16][CH:15]([N:18]3[CH2:22][CH2:21][CH2:20][CH2:19]3)[CH2:14][CH2:13]2)[CH:6]=[CH:7][C:8]=1[N+:9]([O-])=O.[H][H]. Product: [CH3:1][O:2][C:3]1[CH:4]=[C:5]([N:12]2[CH2:17][CH2:16][CH:15]([N:18]3[CH2:22][CH2:21][CH2:20][CH2:19]3)[CH2:14][CH2:13]2)[CH:6]=[CH:7][C:8]=1[NH2:9]. The catalyst class is: 446. (4) Reactant: FC(F)(F)S([O:6][S:7]([C:10]([F:13])([F:12])[F:11])(=[O:9])=[O:8])(=O)=O.N1C=CC=CC=1.[F:22][C:23]([F:42])([F:41])[C:24]1[CH:25]=[C:26]([NH:30][C:31]2[N:40]=[C:34]3[C:35](O)=[CH:36][CH:37]=[CH:38][N:33]3[N:32]=2)[CH:27]=[CH:28][CH:29]=1.Cl. Product: [F:13][C:10]([F:11])([F:12])[S:7]([O:6][C:35]1[C:34]2[N:33]([N:32]=[C:31]([NH:30][C:26]3[CH:27]=[CH:28][CH:29]=[C:24]([C:23]([F:22])([F:41])[F:42])[CH:25]=3)[N:40]=2)[CH:38]=[CH:37][CH:36]=1)(=[O:8])=[O:9]. The catalyst class is: 6.